From a dataset of Full USPTO retrosynthesis dataset with 1.9M reactions from patents (1976-2016). Predict the reactants needed to synthesize the given product. Given the product [Br:1][C:2]1[CH:7]=[CH:6][C:5]([O:8][CH2:11][CH2:10][Br:9])=[CH:4][CH:3]=1, predict the reactants needed to synthesize it. The reactants are: [Br:1][C:2]1[CH:7]=[CH:6][C:5]([OH:8])=[CH:4][CH:3]=1.[Br:9][CH:10](Br)[CH3:11].[OH-].[Na+].